This data is from Retrosynthesis with 50K atom-mapped reactions and 10 reaction types from USPTO. The task is: Predict the reactants needed to synthesize the given product. The reactants are: CC(C)[C@H](C(=O)OC(C)(C)C)N(Cc1cccnc1)S(=O)(=O)c1ccc(Oc2ccc(Br)cc2)cc1. Given the product CC(C)[C@H](C(=O)O)N(Cc1cccnc1)S(=O)(=O)c1ccc(Oc2ccc(Br)cc2)cc1, predict the reactants needed to synthesize it.